Dataset: Catalyst prediction with 721,799 reactions and 888 catalyst types from USPTO. Task: Predict which catalyst facilitates the given reaction. (1) Reactant: [Si]([O:8][CH2:9][C:10]1[N:15]=[C:14]([C:16]2([OH:22])[CH2:21][CH2:20][O:19][CH2:18][CH2:17]2)[CH:13]=[CH:12][CH:11]=1)(C(C)(C)C)(C)C.F.F.F.C(N(CC)CC)C. Product: [OH:8][CH2:9][C:10]1[N:15]=[C:14]([C:16]2([OH:22])[CH2:21][CH2:20][O:19][CH2:18][CH2:17]2)[CH:13]=[CH:12][CH:11]=1. The catalyst class is: 76. (2) Reactant: [F:1][C:2]([F:29])([F:28])[C:3]1[CH:4]=[C:5]([CH:21]=[C:22]([C:24]([F:27])([F:26])[F:25])[CH:23]=1)[CH2:6][N:7]1[C:11]([C:12]2[CH:17]=[CH:16][CH:15]=[CH:14][CH:13]=2)=[C:10]([C:18]([OH:20])=O)[N:9]=[N:8]1.C(Cl)(=O)C(Cl)=O.[Cl:36][C:37]1[CH:43]=[C:42]([F:44])[CH:41]=[CH:40][C:38]=1[NH2:39]. Product: [Cl:36][C:37]1[CH:43]=[C:42]([F:44])[CH:41]=[CH:40][C:38]=1[NH:39][C:18]([C:10]1[N:9]=[N:8][N:7]([CH2:6][C:5]2[CH:21]=[C:22]([C:24]([F:27])([F:26])[F:25])[CH:23]=[C:3]([C:2]([F:29])([F:1])[F:28])[CH:4]=2)[C:11]=1[C:12]1[CH:17]=[CH:16][CH:15]=[CH:14][CH:13]=1)=[O:20]. The catalyst class is: 239. (3) Reactant: [NH2:1][C:2]1[CH:7]=[CH:6][C:5]([C:8]2[O:12][C:11]([C@H:13]([NH:24][C:25]3[CH:32]=[CH:31][C:28]([C:29]#[N:30])=[C:27]([Cl:33])[C:26]=3[CH3:34])[C@H:14]([O:16][Si:17]([C:20]([CH3:23])([CH3:22])[CH3:21])([CH3:19])[CH3:18])[CH3:15])=[N:10][N:9]=2)=[CH:4][CH:3]=1.[C:35](Cl)(=[O:39])[CH2:36][CH2:37][CH3:38]. Product: [Si:17]([O:16][C@H:14]([CH3:15])[C@H:13]([C:11]1[O:12][C:8]([C:5]2[CH:4]=[CH:3][C:2]([NH:1][C:35](=[O:39])[CH2:36][CH2:37][CH3:38])=[CH:7][CH:6]=2)=[N:9][N:10]=1)[NH:24][C:25]1[CH:32]=[CH:31][C:28]([C:29]#[N:30])=[C:27]([Cl:33])[C:26]=1[CH3:34])([C:20]([CH3:22])([CH3:23])[CH3:21])([CH3:19])[CH3:18]. The catalyst class is: 202. (4) Reactant: C(OC(=O)[NH:7][CH2:8][CH2:9][N:10]([CH2:23][CH2:24][CH:25]([C:32]1[CH:37]=[CH:36][CH:35]=[CH:34][CH:33]=1)[C:26]1[CH:31]=[CH:30][CH:29]=[CH:28][CH:27]=1)[C:11]([NH:13][C:14]1[S:15][C:16]2[CH:22]=[CH:21][CH:20]=[CH:19][C:17]=2[N:18]=1)=[O:12])(C)(C)C.Cl. Product: [NH2:7][CH2:8][CH2:9][N:10]([CH2:23][CH2:24][CH:25]([C:32]1[CH:33]=[CH:34][CH:35]=[CH:36][CH:37]=1)[C:26]1[CH:27]=[CH:28][CH:29]=[CH:30][CH:31]=1)[C:11]([NH:13][C:14]1[S:15][C:16]2[CH:22]=[CH:21][CH:20]=[CH:19][C:17]=2[N:18]=1)=[O:12]. The catalyst class is: 14. (5) The catalyst class is: 14. Reactant: [NH2:1][C:2]1[CH:3]=[C:4]2[C:9](=[CH:10][CH:11]=1)[N:8]=[CH:7][C:6]([C:12]#[N:13])=[C:5]2[NH:14][C:15]1[CH:20]=[CH:19][C:18]([F:21])=[C:17]([Cl:22])[CH:16]=1.[N:23]1([CH2:29][CH2:30][N:31]2[CH:35]=[CH:34][N:33]=[C:32]2[CH:36]=O)[CH2:28][CH2:27][O:26][CH2:25][CH2:24]1.[BH3-]C#N.[Na+]. Product: [Cl:22][C:17]1[CH:16]=[C:15]([NH:14][C:5]2[C:4]3[C:9](=[CH:10][CH:11]=[C:2]([NH:1][CH2:36][C:32]4[N:31]([CH2:30][CH2:29][N:23]5[CH2:24][CH2:25][O:26][CH2:27][CH2:28]5)[CH:35]=[CH:34][N:33]=4)[CH:3]=3)[N:8]=[CH:7][C:6]=2[C:12]#[N:13])[CH:20]=[CH:19][C:18]=1[F:21]. (6) Reactant: [Br:1][CH2:2][CH2:3][CH2:4][CH2:5][CH2:6][CH2:7][CH2:8][CH2:9][CH2:10][CH2:11][CH2:12][CH2:13][CH2:14][C:15]1[CH:16]=[N:17][CH:18]=[CH:19][CH:20]=1.[CH:21]1[C:30]2[CH2:29][CH2:28][CH2:27][CH2:26][C:25]=2[CH:24]=[CH:23][N:22]=1. Product: [Br-:1].[N:17]1[CH:18]=[CH:19][CH:20]=[C:15]([CH2:14][CH2:13][CH2:12][CH2:11][CH2:10][CH2:9][CH2:8][CH2:7][CH2:6][CH2:5][CH2:4][CH2:3][CH2:2][N+:22]2[CH:23]=[CH:24][C:25]3[CH2:26][CH2:27][CH2:28][CH2:29][C:30]=3[CH:21]=2)[CH:16]=1. The catalyst class is: 28. (7) Reactant: C([O:3][C:4](=[O:45])[CH2:5][CH2:6][CH2:7][NH:8][C:9](=[O:44])[CH2:10][C:11]1[CH:12]=[C:13]([CH:19]=[CH:20][C:21]=1[O:22][CH2:23][CH2:24][CH2:25][C:26]1[CH:31]=[CH:30][C:29]([O:32][CH2:33][CH2:34][CH2:35][CH2:36][O:37][C:38]2[CH:43]=[CH:42][CH:41]=[CH:40][CH:39]=2)=[CH:28][CH:27]=1)[C:14]([O:16]CC)=[O:15])C.[OH-].[K+].Cl. Product: [C:4]([CH2:5][CH2:6][CH2:7][NH:8][C:9](=[O:44])[CH2:10][C:11]1[CH:12]=[C:13]([CH:19]=[CH:20][C:21]=1[O:22][CH2:23][CH2:24][CH2:25][C:26]1[CH:31]=[CH:30][C:29]([O:32][CH2:33][CH2:34][CH2:35][CH2:36][O:37][C:38]2[CH:43]=[CH:42][CH:41]=[CH:40][CH:39]=2)=[CH:28][CH:27]=1)[C:14]([OH:16])=[O:15])([OH:45])=[O:3]. The catalyst class is: 193. (8) Reactant: [C:1]([C:4]1[NH:8][C:7]2[C:9]([Cl:13])=[C:10]([Cl:12])[S:11][C:6]=2[CH:5]=1)([OH:3])=O.[NH2:14][C@@H:15]1[CH2:23][C:22]2[C:17](=[CH:18][CH:19]=[CH:20][CH:21]=2)[C@H:16]1[NH:24][C:25]([O:27][C:28]([CH3:31])([CH3:30])[CH3:29])=[O:26].CCN(C(C)C)C(C)C.C1C=CC2N(O)N=NC=2C=1.CCN=C=NCCCN(C)C. Product: [Cl:12][C:10]1[S:11][C:6]2[CH:5]=[C:4]([C:1](=[O:3])[NH:14][C@@H:15]3[CH2:23][C:22]4[C:17](=[CH:18][CH:19]=[CH:20][CH:21]=4)[C@H:16]3[NH:24][C:25]([O:27][C:28]([CH3:31])([CH3:30])[CH3:29])=[O:26])[NH:8][C:7]=2[C:9]=1[Cl:13]. The catalyst class is: 2.